This data is from Forward reaction prediction with 1.9M reactions from USPTO patents (1976-2016). The task is: Predict the product of the given reaction. (1) Given the reactants Br[C:2]1[CH:7]=[CH:6][C:5]([C:8]2([CH2:12][OH:13])[CH2:11][CH2:10][CH2:9]2)=[CH:4][CH:3]=1.Br[C:15]1[C:16]([F:27])=[C:17]2[C:21](=[CH:22][C:23]=1[F:24])[NH:20][CH:19]=[C:18]2[CH:25]=[O:26], predict the reaction product. The product is: [F:27][C:16]1[C:15]([C:2]2[CH:7]=[CH:6][C:5]([C:8]3([CH2:12][OH:13])[CH2:11][CH2:10][CH2:9]3)=[CH:4][CH:3]=2)=[C:23]([F:24])[CH:22]=[C:21]2[C:17]=1[C:18]([CH:25]=[O:26])=[CH:19][NH:20]2. (2) Given the reactants [Cl:1][C:2]1[CH:7]=[CH:6][C:5]([C:8]2[N:9]([CH2:14][C@H:15]([OH:20])[C:16]([F:19])([F:18])[F:17])[C:10](=[O:13])[NH:11][N:12]=2)=[CH:4][CH:3]=1.C(=O)([O-])[O-].[K+].[K+].[Cl:27][C:28]1[S:29][C:30]([CH2:33]Cl)=[CH:31][CH:32]=1.O, predict the reaction product. The product is: [Cl:1][C:2]1[CH:7]=[CH:6][C:5]([C:8]2[N:9]([CH2:14][C@H:15]([OH:20])[C:16]([F:18])([F:19])[F:17])[C:10](=[O:13])[N:11]([CH2:33][C:30]3[S:29][C:28]([Cl:27])=[CH:32][CH:31]=3)[N:12]=2)=[CH:4][CH:3]=1. (3) Given the reactants C([O:4][C@H:5]1[CH2:22][CH2:21][C@@:20]2([CH3:23])[CH:7]([CH2:8][C:9](=[O:25])[C@@H:10]3[C@@H:19]2[CH2:18][CH2:17][C@@:15]2([CH3:16])[C@H:11]3[CH2:12][CH2:13][C:14]2=[O:24])[CH2:6]1)(=O)C, predict the reaction product. The product is: [OH:4][C@H:5]1[CH2:22][CH2:21][C@@:20]2([CH3:23])[CH:7]([CH2:8][C:9](=[O:25])[C@@H:10]3[C@@H:19]2[CH2:18][CH2:17][C@@:15]2([CH3:16])[C@H:11]3[CH2:12][CH2:13][C:14]2=[O:24])[CH2:6]1. (4) Given the reactants [CH:1]12[N:8]([C:9]3[CH:14]=[C:13]([CH2:15][N:16]([CH3:18])[CH3:17])[N:12]=[C:11]([C:19]4[CH:24]=[CH:23][C:22]([NH:25][C:26]([NH:28][CH:29]5[CH2:31][CH2:30]5)=[O:27])=[CH:21][CH:20]=4)[N:10]=3)[CH:5]([CH2:6][CH2:7]1)[CH2:4][O:3][CH2:2]2.[CH3:32][N:33]1[CH2:38][CH2:37][N:36]([C:39]2[CH:44]=CC(NC(NC3C=CC(B4OC(C)(C)C(C)(C)O4)=CC=3)=O)=C[CH:40]=2)[CH2:35][CH2:34]1, predict the reaction product. The product is: [CH:1]12[N:8]([C:9]3[CH:14]=[C:13]([CH2:15][N:16]([CH3:17])[CH3:18])[N:12]=[C:11]([C:19]4[CH:24]=[CH:23][C:22]([NH:25][C:26]([NH:28][C:29]5[CH:31]=[CH:44][C:39]([N:36]6[CH2:37][CH2:38][N:33]([CH3:32])[CH2:34][CH2:35]6)=[CH:40][CH:30]=5)=[O:27])=[CH:21][CH:20]=4)[N:10]=3)[CH:5]([CH2:6][CH2:7]1)[CH2:4][O:3][CH2:2]2.